From a dataset of Reaction yield outcomes from USPTO patents with 853,638 reactions. Predict the reaction yield, written as a fraction of the theoretical maximum amount of product (1.0 means a 100% yield; for example, 0.34 means a 34% yield). (1) The reactants are CS(O[CH2:6][CH2:7][O:8][C@H:9]1[CH2:14][CH2:13][C@H:12]([N:15]2[C:20](=[O:21])[C:19]([CH2:22][C:23]3[CH:28]=[CH:27][C:26]([C:29]4[CH:34]=[CH:33][CH:32]=[CH:31][C:30]=4[C:35]#[N:36])=[CH:25][CH:24]=3)=[C:18]([CH2:37][CH2:38][CH3:39])[N:17]3[N:40]=[CH:41][N:42]=[C:16]23)[CH2:11][CH2:10]1)(=O)=O.[NH:43]1[CH2:48][CH2:47][O:46][CH2:45][CH2:44]1.[I-].[Na+]. The catalyst is O1CCCC1. The product is [N:43]1([CH2:6][CH2:7][O:8][C@H:9]2[CH2:14][CH2:13][C@H:12]([N:15]3[C:20](=[O:21])[C:19]([CH2:22][C:23]4[CH:28]=[CH:27][C:26]([C:29]5[C:30]([C:35]#[N:36])=[CH:31][CH:32]=[CH:33][CH:34]=5)=[CH:25][CH:24]=4)=[C:18]([CH2:37][CH2:38][CH3:39])[N:17]4[N:40]=[CH:41][N:42]=[C:16]34)[CH2:11][CH2:10]2)[CH2:48][CH2:47][O:46][CH2:45][CH2:44]1. The yield is 1.00. (2) The reactants are [Br:1][C:2]1[CH:3]=[C:4]([CH3:13])[C:5]([N+:10]([O-])=O)=[C:6]([CH:9]=1)[NH:7][CH3:8]. The catalyst is C1COCC1.CO.[Ni]. The product is [Br:1][C:2]1[CH:9]=[C:6]([NH:7][CH3:8])[C:5]([NH2:10])=[C:4]([CH3:13])[CH:3]=1. The yield is 0.960. (3) The reactants are [Cl:1][C:2]1[CH:7]=[C:6]([O:8][CH3:9])[CH:5]=[CH:4][C:3]=1[C:10]1[N:11]([N:16]2C(=O)C3C(=CC=CC=3)C2=O)[CH:12]=[CH:13][C:14]=1[CH3:15].O.NN. The catalyst is CCO. The product is [Cl:1][C:2]1[CH:7]=[C:6]([O:8][CH3:9])[CH:5]=[CH:4][C:3]=1[C:10]1[N:11]([NH2:16])[CH:12]=[CH:13][C:14]=1[CH3:15]. The yield is 0.860.